From a dataset of NCI-60 drug combinations with 297,098 pairs across 59 cell lines. Regression. Given two drug SMILES strings and cell line genomic features, predict the synergy score measuring deviation from expected non-interaction effect. (1) Drug 1: CC(C)(C#N)C1=CC(=CC(=C1)CN2C=NC=N2)C(C)(C)C#N. Drug 2: C#CCC(CC1=CN=C2C(=N1)C(=NC(=N2)N)N)C3=CC=C(C=C3)C(=O)NC(CCC(=O)O)C(=O)O. Cell line: SF-295. Synergy scores: CSS=3.92, Synergy_ZIP=1.85, Synergy_Bliss=4.31, Synergy_Loewe=2.03, Synergy_HSA=0.429. (2) Drug 1: CCC(=C(C1=CC=CC=C1)C2=CC=C(C=C2)OCCN(C)C)C3=CC=CC=C3.C(C(=O)O)C(CC(=O)O)(C(=O)O)O. Drug 2: CC1CCC2CC(C(=CC=CC=CC(CC(C(=O)C(C(C(=CC(C(=O)CC(OC(=O)C3CCCCN3C(=O)C(=O)C1(O2)O)C(C)CC4CCC(C(C4)OC)O)C)C)O)OC)C)C)C)OC. Cell line: HCT-15. Synergy scores: CSS=4.37, Synergy_ZIP=-4.09, Synergy_Bliss=-0.719, Synergy_Loewe=-17.5, Synergy_HSA=-2.96.